Dataset: Catalyst prediction with 721,799 reactions and 888 catalyst types from USPTO. Task: Predict which catalyst facilitates the given reaction. Reactant: C(OC(=O)[NH:10][C:11]1[CH:16]=[CH:15][C:14]([CH2:17][CH2:18][F:19])=[C:13]([C:20]([F:23])([F:22])[F:21])[CH:12]=1)C1C=CC=CC=1. Product: [F:19][CH2:18][CH2:17][C:14]1[CH:15]=[CH:16][C:11]([NH2:10])=[CH:12][C:13]=1[C:20]([F:21])([F:22])[F:23]. The catalyst class is: 129.